This data is from Catalyst prediction with 721,799 reactions and 888 catalyst types from USPTO. The task is: Predict which catalyst facilitates the given reaction. (1) Reactant: CCN(C(C)C)C(C)C.Cl[C:11]1[C:30]([C:31]2[N:35](C3CCCCO3)[N:34]=[CH:33][CH:32]=2)=[CH:29][C:14]([C:15]([NH:17][C:18]2[CH:23]=[CH:22][C:21]([O:24][C:25]([Cl:28])([F:27])[F:26])=[CH:20][CH:19]=2)=[O:16])=[CH:13][N:12]=1.Cl.[CH3:43][O:44][C:45]([CH:47]1[CH2:51][CH2:50][NH:49][CH2:48]1)=[O:46]. Product: [Cl:28][C:25]([F:26])([F:27])[O:24][C:21]1[CH:22]=[CH:23][C:18]([NH:17][C:15]([C:14]2[CH:29]=[C:30]([C:31]3[NH:35][N:34]=[CH:33][CH:32]=3)[C:11]([N:49]3[CH2:50][CH2:51][CH:47]([C:45]([O:44][CH3:43])=[O:46])[CH2:48]3)=[N:12][CH:13]=2)=[O:16])=[CH:19][CH:20]=1. The catalyst class is: 41. (2) Reactant: Br[C:2]1[C:11]2[C:6](=[CH:7][C:8]([CH3:12])=[CH:9][CH:10]=2)[CH:5]=[CH:4][C:3]=1[CH3:13].C([Li])CCC.CN(C)[CH:21]=[O:22].[Cl-].[NH4+]. Product: [CH3:13][C:3]1[CH:4]=[CH:5][C:6]2[C:11](=[CH:10][CH:9]=[C:8]([CH3:12])[CH:7]=2)[C:2]=1[CH:21]=[O:22]. The catalyst class is: 7. (3) Reactant: [S:1]1[CH:5]=[CH:4][N:3]=[C:2]1[NH:6][S:7]([C:10]1[CH:11]=[C:12]2[C:17](=[CH:18][CH:19]=1)[N:16](C=O)[CH2:15][CH2:14][CH2:13]2)(=[O:9])=[O:8].[OH-].[K+]. Product: [S:1]1[CH:5]=[CH:4][N:3]=[C:2]1[NH:6][S:7]([C:10]1[CH:11]=[C:12]2[C:17](=[CH:18][CH:19]=1)[NH:16][CH2:15][CH2:14][CH2:13]2)(=[O:9])=[O:8]. The catalyst class is: 14. (4) Reactant: [CH3:1][CH:2]([CH3:16])[CH2:3][C:4]([C:6]1[C:15]2[C:10](=[CH:11][CH:12]=[CH:13][CH:14]=2)[CH:9]=[CH:8][CH:7]=1)=[O:5].[Br-:17].[Br-].[Br-].C1([N+](C)(C)C)C=CC=CC=1.C1([N+](C)(C)C)C=CC=CC=1.C1([N+](C)(C)C)C=CC=CC=1. Product: [Br:17][CH:3]([CH:2]([CH3:16])[CH3:1])[C:4]([C:6]1[C:15]2[C:10](=[CH:11][CH:12]=[CH:13][CH:14]=2)[CH:9]=[CH:8][CH:7]=1)=[O:5]. The catalyst class is: 7. (5) The catalyst class is: 17. Reactant: [F:1][CH:2]([F:12])[O:3][C:4]1[CH:10]=[CH:9][C:8]([CH3:11])=[CH:7][C:5]=1[NH2:6].[CH3:13][O:14][C:15]1[CH:20]=[CH:19][C:18]([S:21](Cl)(=[O:23])=[O:22])=[CH:17][C:16]=1[CH:25]1[CH2:29][CH2:28][N:27]([C:30](=[O:35])[C:31]([F:34])([F:33])[F:32])[CH2:26]1. Product: [F:1][CH:2]([F:12])[O:3][C:4]1[CH:10]=[CH:9][C:8]([CH3:11])=[CH:7][C:5]=1[NH:6][S:21]([C:18]1[CH:19]=[CH:20][C:15]([O:14][CH3:13])=[C:16]([CH:25]2[CH2:29][CH2:28][N:27]([C:30](=[O:35])[C:31]([F:34])([F:32])[F:33])[CH2:26]2)[CH:17]=1)(=[O:23])=[O:22]. (6) Reactant: [C:1]([O:5][C:6]([N:8]([CH:21]([CH3:23])[CH3:22])[CH2:9][C@H:10]([C:14]1[CH:19]=[CH:18][C:17]([Cl:20])=[CH:16][CH:15]=1)[C:11](O)=[O:12])=[O:7])([CH3:4])([CH3:3])[CH3:2].Cl.C(N=C=NCCCN(C)C)C.C1C=CC2N(O)N=NC=2C=1.O.C(N(CC)CC)C.[CH:54]([O:57][C:58]1[C:59]([N:67]2[CH2:72][CH2:71][NH:70][CH2:69][CH2:68]2)=[C:60]2[CH:66]=[CH:65][NH:64][C:61]2=[N:62][CH:63]=1)([CH3:56])[CH3:55]. Product: [Cl:20][C:17]1[CH:18]=[CH:19][C:14]([C@H:10]([C:11]([N:70]2[CH2:71][CH2:72][N:67]([C:59]3[C:58]([O:57][CH:54]([CH3:56])[CH3:55])=[CH:63][N:62]=[C:61]4[NH:64][CH:65]=[CH:66][C:60]=34)[CH2:68][CH2:69]2)=[O:12])[CH2:9][N:8]([CH:21]([CH3:23])[CH3:22])[C:6](=[O:7])[O:5][C:1]([CH3:2])([CH3:4])[CH3:3])=[CH:15][CH:16]=1. The catalyst class is: 2. (7) Reactant: [H-].[Al+3].[Li+].[H-].[H-].[H-].[CH3:7][O:8][CH2:9][O:10][C:11]1[CH:12]=[C:13]([CH2:21][C:22](OC)=[O:23])[CH:14]=[C:15]([O:17][CH2:18][O:19][CH3:20])[CH:16]=1.O.O.O.O.O.O.O.O.O.O.S([O-])([O-])(=O)=O.[Na+].[Na+]. Product: [CH3:7][O:8][CH2:9][O:10][C:11]1[CH:12]=[C:13]([CH2:21][CH2:22][OH:23])[CH:14]=[C:15]([O:17][CH2:18][O:19][CH3:20])[CH:16]=1. The catalyst class is: 7.